From a dataset of Catalyst prediction with 721,799 reactions and 888 catalyst types from USPTO. Predict which catalyst facilitates the given reaction. (1) Reactant: [CH2:1]([C:3]1[CH:4]=[C:5]([CH:7]=[CH:8][CH:9]=1)[NH2:6])[CH3:2].[CH2:10]([O:12][CH:13]([O:16][CH2:17][CH3:18])[CH2:14]Br)[CH3:11].C(=O)(O)[O-].[Na+]. Product: [CH2:10]([O:12][CH:13]([O:16][CH2:17][CH3:18])[CH2:14][NH:6][C:5]1[CH:7]=[CH:8][CH:9]=[C:3]([CH2:1][CH3:2])[CH:4]=1)[CH3:11]. The catalyst class is: 8. (2) Reactant: [CH2:1]([O:3][C:4]([C:6]1[C:7](Cl)=[N:8][C:9]2[C:14]([C:15]=1[Cl:16])=[CH:13][C:12]([Br:17])=[CH:11][CH:10]=2)=[O:5])[CH3:2].[NH2:19][C:20]1[CH:25]=[CH:24][CH:23]=[CH:22][CH:21]=1.C(=O)([O-])[O-].[K+].[K+]. Product: [CH2:1]([O:3][C:4]([C:6]1[C:7]([NH:19][C:20]2[CH:25]=[CH:24][CH:23]=[CH:22][CH:21]=2)=[N:8][C:9]2[C:14]([C:15]=1[Cl:16])=[CH:13][C:12]([Br:17])=[CH:11][CH:10]=2)=[O:5])[CH3:2]. The catalyst class is: 3.